From a dataset of Acute oral toxicity (LD50) regression data from Zhu et al.. Regression/Classification. Given a drug SMILES string, predict its toxicity properties. Task type varies by dataset: regression for continuous values (e.g., LD50, hERG inhibition percentage) or binary classification for toxic/non-toxic outcomes (e.g., AMES mutagenicity, cardiotoxicity, hepatotoxicity). Dataset: ld50_zhu. (1) The compound is Fc1ccc(Br)cc1. The rat oral LD50 is 1.81, given as -log10 of the dose in mol/kg body weight (higher means more acutely toxic). (2) The compound is CC=C(C)C(=O)N1CCCc2cc(C)ccc21. The rat oral LD50 is 2.02, given as -log10 of the dose in mol/kg body weight (higher means more acutely toxic). (3) The drug is OCCN(CCO)c1nc(N2CCCCC2)c2nc(N(CCO)CCO)nc(N3CCCCC3)c2n1. The rat oral LD50 is 1.78, given as -log10 of the dose in mol/kg body weight (higher means more acutely toxic). (4) The compound is CCCCOC(C)COC(=O)COc1cc(Cl)c(Cl)cc1Cl. The rat oral LD50 is 2.87, given as -log10 of the dose in mol/kg body weight (higher means more acutely toxic). (5) The drug is O=[N+]([O-])OCCOCCOCCO[N+](=O)[O-]. The rat oral LD50 is 2.38, given as -log10 of the dose in mol/kg body weight (higher means more acutely toxic). (6) The molecule is O=C(NC(=O)c1c(F)cccc1F)Nc1cc(Cl)c(Oc2ncc(C(F)(F)F)cc2Cl)c(Cl)c1. The rat oral LD50 is 3.08, given as -log10 of the dose in mol/kg body weight (higher means more acutely toxic). (7) The rat oral LD50 is 2.23, given as -log10 of the dose in mol/kg body weight (higher means more acutely toxic). The drug is CC(=O)Nc1ccccc1. (8) The compound is Oc1ccc(Nc2ccc3ccccc3c2)cc1. The rat oral LD50 is 1.66, given as -log10 of the dose in mol/kg body weight (higher means more acutely toxic). (9) The compound is CC(=NO)C(=O)c1ccccc1. The rat oral LD50 is 1.58, given as -log10 of the dose in mol/kg body weight (higher means more acutely toxic).